This data is from Forward reaction prediction with 1.9M reactions from USPTO patents (1976-2016). The task is: Predict the product of the given reaction. (1) Given the reactants [Cl:1][C:2]1[CH:10]=[CH:9][C:5]2[NH:6][N:7]=[N:8][C:4]=2[CH:3]=1.[N+:11]([O-])([OH:13])=[O:12], predict the reaction product. The product is: [N+:11]([C:3]1[C:4]2[N:8]=[N:7][NH:6][C:5]=2[CH:9]=[CH:10][C:2]=1[Cl:1])([O-:13])=[O:12]. (2) Given the reactants [Si:1]([O:8][C@@H:9]1[CH2:14][CH2:13][C@H:12]([N:15]2[CH2:19][CH2:18][C:17]3([CH2:24][CH2:23][CH2:22][N:21](C(OCC4C=CC=CC=4)=O)[CH2:20]3)[C:16]2=[O:35])[CH2:11][CH2:10]1)([C:4]([CH3:7])([CH3:6])[CH3:5])([CH3:3])[CH3:2], predict the reaction product. The product is: [Si:1]([O:8][C@@H:9]1[CH2:14][CH2:13][C@H:12]([N:15]2[CH2:19][CH2:18][C:17]3([CH2:24][CH2:23][CH2:22][NH:21][CH2:20]3)[C:16]2=[O:35])[CH2:11][CH2:10]1)([C:4]([CH3:7])([CH3:5])[CH3:6])([CH3:3])[CH3:2].